Dataset: Full USPTO retrosynthesis dataset with 1.9M reactions from patents (1976-2016). Task: Predict the reactants needed to synthesize the given product. (1) Given the product [CH2:23]([C:16]1[CH:17]=[CH:18][CH:19]=[C:20]([CH2:21][CH3:22])[C:15]=1[C:12]1[N:13]=[CH:14][C:9]([C:2]([N:28]2[CH2:33][CH2:32][O:31][CH2:30][CH2:29]2)([CH2:6][CH2:7][CH3:8])[CH2:3][CH2:4][CH3:5])=[C:10]([O:25][CH2:26][CH3:27])[CH:11]=1)[CH3:24], predict the reactants needed to synthesize it. The reactants are: Cl[C:2]([C:9]1[C:10]([O:25][CH2:26][CH3:27])=[CH:11][C:12]([C:15]2[C:20]([CH2:21][CH3:22])=[CH:19][CH:18]=[CH:17][C:16]=2[CH2:23][CH3:24])=[N:13][CH:14]=1)([CH2:6][CH2:7][CH3:8])[CH2:3][CH2:4][CH3:5].[NH:28]1[CH2:33][CH2:32][O:31][CH2:30][CH2:29]1. (2) Given the product [Br:1][C:2]1[CH:11]=[CH:10][C:5]([C:6]([OH:8])=[O:7])=[CH:4][C:3]=1[O:12][CH2:13][CH3:14], predict the reactants needed to synthesize it. The reactants are: [Br:1][C:2]1[CH:11]=[CH:10][C:5]([C:6]([O:8]C)=[O:7])=[CH:4][C:3]=1[O:12][CH2:13][CH3:14].[Li+].[OH-].CO. (3) The reactants are: Cl[C:2]1[C:28]([CH3:29])=[CH:27][C:5]2[N:6]=[C:7]3[C:12]([N:13]([CH2:14][CH2:15][CH2:16][CH2:17][CH2:18][CH2:19][C:20]([O:22][CH2:23][CH3:24])=[O:21])[C:4]=2[CH:3]=1)=[N:11][C:10](=[O:25])[NH:9][C:8]3=[O:26].[CH:30]1([NH2:33])[CH2:32][CH2:31]1. Given the product [CH:30]1([NH:33][C:2]2[C:28]([CH3:29])=[CH:27][C:5]3[N:6]=[C:7]4[C:12]([N:13]([CH2:14][CH2:15][CH2:16][CH2:17][CH2:18][CH2:19][C:20]([O:22][CH2:23][CH3:24])=[O:21])[C:4]=3[CH:3]=2)=[N:11][C:10](=[O:25])[NH:9][C:8]4=[O:26])[CH2:32][CH2:31]1, predict the reactants needed to synthesize it. (4) Given the product [CH3:27][C:26]#[C:25][CH2:24][N:20]1[C:19]([N:38]2[CH2:39][C@H:40]([NH2:44])[CH2:41][CH2:42][CH2:43]2)=[N:18][C:17]2[N:16]([CH3:29])[C:14]([N:13]([CH2:12][C:4]3[N:3]=[C:2]([CH3:1])[C:11]4[CH:10]=[CH:9][CH:8]=[CH:7][C:6]=4[N:5]=3)[C:22](=[O:23])[C:21]1=2)=[O:15], predict the reactants needed to synthesize it. The reactants are: [CH3:1][C:2]1[C:11]2[C:6](=[CH:7][CH:8]=[CH:9][CH:10]=2)[N:5]=[C:4]([CH2:12][N:13]2[C:22](=[O:23])[C:21]3[N:20]([CH2:24][C:25]#[C:26][CH3:27])[C:19](Br)=[N:18][C:17]=3[N:16]([CH3:29])[C:14]2=[O:15])[N:3]=1.C(=O)([O-])[O-].[K+].[K+].Cl.Cl.[NH:38]1[CH2:43][CH2:42][CH2:41][C@@H:40]([NH2:44])[CH2:39]1. (5) The reactants are: [N:1]1[CH:6]=[CH:5][N:4]=[CH:3][C:2]=1[NH2:7].Cl[CH2:9][CH:10]=O. Given the product [N:7]1[CH:9]=[CH:10][N:1]2[CH:6]=[CH:5][N:4]=[CH:3][C:2]=12, predict the reactants needed to synthesize it. (6) Given the product [O:19]([C:20]1[CH:21]=[N:22][CH:23]=[C:24]([C:6]2[CH:7]=[CH:8][C:3]([O:2][CH3:1])=[C:4]([CH3:12])[CH:5]=2)[CH:25]=1)[C@@H:18]1[S:27][CH2:28][C@@H:29]([OH:35])[C@H:30]([OH:31])[C@H:17]1[OH:16], predict the reactants needed to synthesize it. The reactants are: [CH3:1][O:2][C:3]1[CH:8]=[CH:7][C:6](B(O)O)=[CH:5][C:4]=1[CH3:12].C([O:16][C@@H:17]1[C@@H:30]([O:31]C(=O)C)[C@H:29]([O:35]C(=O)C)[CH2:28][S:27][C@H:18]1[O:19][C:20]1[CH:21]=[N:22][CH:23]=[C:24](Br)[CH:25]=1)(=O)C.